This data is from Full USPTO retrosynthesis dataset with 1.9M reactions from patents (1976-2016). The task is: Predict the reactants needed to synthesize the given product. (1) Given the product [ClH:1].[ClH:1].[CH3:31][N:11]([CH2:3][CH2:4][C:5]1[CH:10]=[CH:9][CH:8]=[CH:7][CH:6]=1)[CH2:12][C@H:13]([NH:15][S:16]([C:19]1[CH:20]=[C:21]2[C:26](=[CH:27][CH:28]=1)[CH:25]=[N:24][CH:23]=[CH:22]2)(=[O:18])=[O:17])[CH3:14], predict the reactants needed to synthesize it. The reactants are: [ClH:1].Cl.[CH2:3]([NH:11][CH2:12][C@H:13]([NH:15][S:16]([C:19]1[CH:20]=[C:21]2[C:26](=[CH:27][CH:28]=1)[CH:25]=[N:24][CH:23]=[CH:22]2)(=[O:18])=[O:17])[CH3:14])[CH2:4][C:5]1[CH:10]=[CH:9][CH:8]=[CH:7][CH:6]=1.C=O.[C:31]([BH3-])#N.[Na+]. (2) Given the product [Br:33][C:31]1[CH:30]=[CH:29][C:28]([NH:34][S:35]([C:38]2[CH:39]=[CH:40][C:41]([C:44]([CH3:47])([CH3:46])[CH3:45])=[CH:42][CH:43]=2)(=[O:37])=[O:36])=[C:27]([CH:32]=1)[C:26]([NH:25][CH:4]([CH2:5][C:6]1[CH:7]=[CH:8][C:9]([C:12]2[CH:17]=[CH:16][CH:15]=[CH:14][C:13]=2[O:18][C:19]2[CH:24]=[CH:23][CH:22]=[CH:21][CH:20]=2)=[CH:10][CH:11]=1)[C:3]([OH:49])=[O:2])=[O:48], predict the reactants needed to synthesize it. The reactants are: C[O:2][C:3](=[O:49])[CH:4]([NH:25][C:26](=[O:48])[C:27]1[CH:32]=[C:31]([Br:33])[CH:30]=[CH:29][C:28]=1[NH:34][S:35]([C:38]1[CH:43]=[CH:42][C:41]([C:44]([CH3:47])([CH3:46])[CH3:45])=[CH:40][CH:39]=1)(=[O:37])=[O:36])[CH2:5][C:6]1[CH:11]=[CH:10][C:9]([C:12]2[CH:17]=[CH:16][CH:15]=[CH:14][C:13]=2[O:18][C:19]2[CH:24]=[CH:23][CH:22]=[CH:21][CH:20]=2)=[CH:8][CH:7]=1.[Li+].[OH-]. (3) Given the product [I:39][CH:2]1[CH2:7][CH2:6][N:5]([C:8]([O:10][C:11]([CH3:14])([CH3:13])[CH3:12])=[O:9])[CH2:4][CH2:3]1, predict the reactants needed to synthesize it. The reactants are: O[CH:2]1[CH2:7][CH2:6][N:5]([C:8]([O:10][C:11]([CH3:14])([CH3:13])[CH3:12])=[O:9])[CH2:4][CH2:3]1.N1C=CN=C1.C1(P(C2C=CC=CC=2)C2C=CC=CC=2)C=CC=CC=1.[I:39]I. (4) Given the product [CH3:11][N:12]1[C:16]([CH3:17])=[C:15]([CH:14]=[O:18])[C:4](=[O:5])[N:2]1[CH3:1], predict the reactants needed to synthesize it. The reactants are: [CH3:1][N:2]([CH:4]=[O:5])C.O=P(Cl)(Cl)Cl.[CH3:11][N:12]1[C:16]([CH3:17])=[CH:15][C:14](=[O:18])N1C.[OH-].[Na+]. (5) Given the product [OH:24][CH2:23][CH2:25][NH:26][C:3]([C:5]1[S:9][C:8](/[CH:10]=[CH:11]/[C:13]2[C:14]([CH2:19][CH2:20][CH2:21][CH3:22])=[N:15][O:16][C:17]=2[CH3:18])=[N:7][CH:6]=1)=[O:4], predict the reactants needed to synthesize it. The reactants are: CO[C:3]([C:5]1[S:9][C:8]([CH2:10][CH:11]([C:13]2[C:14]([CH2:19][CH2:20][CH2:21][CH3:22])=[N:15][O:16][C:17]=2[CH3:18])O)=[N:7][CH:6]=1)=[O:4].[CH2:23]([CH2:25][NH2:26])[OH:24].